Dataset: Forward reaction prediction with 1.9M reactions from USPTO patents (1976-2016). Task: Predict the product of the given reaction. (1) Given the reactants [F-].C([N+](CCCC)(CCCC)CCCC)CCC.[N:19]1([C:25]2[C:33]3[C:28](=[CH:29][CH:30]=[CH:31][CH:32]=3)[N:27]([Si](C(C)C)(C(C)C)C(C)C)[CH:26]=2)[CH2:24][CH2:23][O:22][CH2:21][CH2:20]1, predict the reaction product. The product is: [N:19]1([C:25]2[C:33]3[C:28](=[CH:29][CH:30]=[CH:31][CH:32]=3)[NH:27][CH:26]=2)[CH2:20][CH2:21][O:22][CH2:23][CH2:24]1. (2) Given the reactants [NH2:1][C:2]1[CH:7]=[CH:6][CH:5]=[CH:4][C:3]=1[C:8]1[CH:13]=[CH:12][CH:11]=[CH:10][CH:9]=1.C(N(CC)CC)C.Cl[C:22](=[O:28])[C:23]([O:25][CH2:26][CH3:27])=[O:24], predict the reaction product. The product is: [C:3]1([C:8]2[CH:9]=[CH:10][CH:11]=[CH:12][CH:13]=2)[CH:4]=[CH:5][CH:6]=[CH:7][C:2]=1[NH:1][C:22](=[O:28])[C:23]([O:25][CH2:26][CH3:27])=[O:24]. (3) Given the reactants [C:1]([C:3]1[CH:4]=[C:5]([C:13]2[S:17][N:16]=[C:15]([C:18]3[CH:23]=[CH:22][C:21]([O:24][CH2:25][CH2:26][CH2:27][C:28]([O:30]CC)=[O:29])=[CH:20][C:19]=3[CH2:33][CH3:34])[N:14]=2)[CH:6]=[CH:7][C:8]=1[O:9][CH:10]([CH3:12])[CH3:11])#[N:2].[OH-].[Na+].CC(O)=O, predict the reaction product. The product is: [C:1]([C:3]1[CH:4]=[C:5]([C:13]2[S:17][N:16]=[C:15]([C:18]3[CH:23]=[CH:22][C:21]([O:24][CH2:25][CH2:26][CH2:27][C:28]([OH:30])=[O:29])=[CH:20][C:19]=3[CH2:33][CH3:34])[N:14]=2)[CH:6]=[CH:7][C:8]=1[O:9][CH:10]([CH3:12])[CH3:11])#[N:2].